This data is from Reaction yield outcomes from USPTO patents with 853,638 reactions. The task is: Predict the reaction yield, written as a fraction of the theoretical maximum amount of product (1.0 means a 100% yield; for example, 0.34 means a 34% yield). (1) The reactants are [Cl:1][C:2]1[CH:3]=[C:4]2[C:9](=[CH:10][C:11]=1[O:12][C:13]1[CH:18]=[CH:17][C:16]([C:19](=[O:35])[NH:20][CH2:21][CH2:22][C:23]3[CH:28]=[CH:27][C:26]([C:29]([F:32])([F:31])[F:30])=[CH:25][C:24]=3[O:33][CH3:34])=[CH:15][CH:14]=1)[O:8][CH2:7][CH2:6][CH:5]2[C:36]([O:38]CC)=[O:37].[OH-].[Na+].C(O)C. The catalyst is O1CCCC1.C(OCC)(=O)C.Cl. The product is [Cl:1][C:2]1[CH:3]=[C:4]2[C:9](=[CH:10][C:11]=1[O:12][C:13]1[CH:18]=[CH:17][C:16]([C:19](=[O:35])[NH:20][CH2:21][CH2:22][C:23]3[CH:28]=[CH:27][C:26]([C:29]([F:30])([F:32])[F:31])=[CH:25][C:24]=3[O:33][CH3:34])=[CH:15][CH:14]=1)[O:8][CH2:7][CH2:6][CH:5]2[C:36]([OH:38])=[O:37]. The yield is 0.641. (2) The reactants are [CH2:1]([N:5]1[C:9]([CH3:10])=[C:8]([C:11]2[CH:16]=[CH:15][C:14]([F:17])=[CH:13][CH:12]=2)[N:7]=[N:6]1)[CH2:2][C:3]#[CH:4].Br[C:19]1[CH:24]=[CH:23][CH:22]=[CH:21][N:20]=1. No catalyst specified. The product is [F:17][C:14]1[CH:13]=[CH:12][C:11]([C:8]2[N:7]=[N:6][N:5]([CH2:1][CH2:2][C:3]#[C:4][C:19]3[CH:24]=[CH:23][CH:22]=[CH:21][N:20]=3)[C:9]=2[CH3:10])=[CH:16][CH:15]=1. The yield is 0.580. (3) The reactants are [CH2:1]([C@H:3]1[C@@H:7]([C:8]2[N:12]3[C:13]4[C:19](I)=[CH:18][N:17]([CH2:21][O:22][CH2:23][CH2:24][Si:25]([CH3:28])([CH3:27])[CH3:26])[C:14]=4[N:15]=[CH:16][C:11]3=[N:10][N:9]=2)[CH2:6][C@@H:5]([NH:29][S:30]([CH:33]2[CH2:35][CH2:34]2)(=[O:32])=[O:31])[CH2:4]1)[CH3:2].[C-:36]#[N:37].[K+]. The catalyst is CN(C=O)C.[Cu]I.C1OCCOCCOCCOCCOCCOC1. The product is [C:36]([C:19]1[C:13]2[N:12]3[C:8]([C@@H:7]4[C@H:3]([CH2:1][CH3:2])[CH2:4][C@H:5]([NH:29][S:30]([CH:33]5[CH2:35][CH2:34]5)(=[O:32])=[O:31])[CH2:6]4)=[N:9][N:10]=[C:11]3[CH:16]=[N:15][C:14]=2[N:17]([CH2:21][O:22][CH2:23][CH2:24][Si:25]([CH3:27])([CH3:26])[CH3:28])[CH:18]=1)#[N:37]. The yield is 0.820. (4) The reactants are [CH2:1]([O:8][C:9]1[CH:14]=[CH:13][N:12]([C:15]2[C:16]([F:29])=[CH:17][C:18]3[C:19]4[CH2:28][NH:27][CH2:26][CH2:25][C:20]=4[N:21]([CH3:24])[C:22]=3[CH:23]=2)[C:11](=[O:30])[CH:10]=1)[C:2]1[CH:7]=[CH:6][CH:5]=[CH:4][CH:3]=1.C=O.[BH-](OC(C)=O)(OC(C)=O)O[C:35](C)=O.[Na+]. The product is [CH2:1]([O:8][C:9]1[CH:14]=[CH:13][N:12]([C:15]2[C:16]([F:29])=[CH:17][C:18]3[C:19]4[CH2:28][N:27]([CH3:35])[CH2:26][CH2:25][C:20]=4[N:21]([CH3:24])[C:22]=3[CH:23]=2)[C:11](=[O:30])[CH:10]=1)[C:2]1[CH:7]=[CH:6][CH:5]=[CH:4][CH:3]=1. The yield is 0.380. The catalyst is ClCCl.C(O)(=O)C. (5) The reactants are [CH:1]1[C:10]2[C:5](=[CH:6][CH:7]=[CH:8][CH:9]=2)[CH:4]=[C:3]([NH:11][C:12](=[O:19])[C:13]2C=[CH:17][CH:16]=[CH:15][CH:14]=2)[N:2]=1.[N+:20]1([O-])[CH:25]=[CH:24][C:23]([CH:26]=O)=[CH:22][CH:21]=1.[C:29]([BH3-])#[N:30].[Na+].C(=O)(O)[O-:34].[Na+]. The catalyst is CO.C(OCC)(=O)C.C(O)(=O)C. The product is [CH:1]1[C:10]2[C:5](=[CH:6][CH:7]=[CH:8][CH:9]=2)[CH:4]=[C:3]([NH+:11]([O-:34])[C:12](=[O:19])[C:13]2[CH:14]=[CH:15][CH:16]=[CH:17][C:29]=2[NH:30][CH2:26][C:23]2[CH:22]=[CH:21][N:20]=[CH:25][CH:24]=2)[N:2]=1. The yield is 0.710.